From a dataset of Forward reaction prediction with 1.9M reactions from USPTO patents (1976-2016). Predict the product of the given reaction. (1) Given the reactants [CH2:1]([S:5]([OH:8])(=[O:7])=[O:6])[CH2:2][CH2:3][CH3:4].N1C=CC=C[CH:10]=1.C(S([O-])(=O)=O)CCC.[NH+]1C=CC=CC=1.S(OC)(OC)(=O)=O, predict the reaction product. The product is: [CH2:1]([S:5]([O:8][CH3:10])(=[O:7])=[O:6])[CH2:2][CH2:3][CH3:4]. (2) Given the reactants [O:1]1[CH:5]=[CH:4][CH:3]=[C:2]1[C:6](Cl)=[O:7].[CH2:9]([N:16]1[C:25]2[C:20](=[CH:21][C:22]([F:26])=[CH:23][CH:24]=2)[C:19]([N:27]2[CH2:32][CH2:31][NH:30][CH2:29][CH2:28]2)=[C:18]([C:33]#[N:34])[C:17]1=[O:35])[C:10]1[CH:15]=[CH:14][CH:13]=[CH:12][CH:11]=1, predict the reaction product. The product is: [CH2:9]([N:16]1[C:25]2[C:20](=[CH:21][C:22]([F:26])=[CH:23][CH:24]=2)[C:19]([N:27]2[CH2:32][CH2:31][N:30]([C:6]([C:2]3[O:1][CH:5]=[CH:4][CH:3]=3)=[O:7])[CH2:29][CH2:28]2)=[C:18]([C:33]#[N:34])[C:17]1=[O:35])[C:10]1[CH:15]=[CH:14][CH:13]=[CH:12][CH:11]=1. (3) Given the reactants [CH2:1]([O:8][CH2:9][C:10]([CH2:14][O:15]CC1C=CC=CC=1)=[CH:11][C:12]#[N:13])[C:2]1C=CC=CC=1.[H][H].C(O)(=[O:27])C, predict the reaction product. The product is: [C:1]([O:8][CH2:9][CH:10]([CH2:14][OH:15])[CH2:11][CH2:12][NH2:13])(=[O:27])[CH3:2]. (4) Given the reactants [CH2:1]([O:3][C:4]1[CH:5]=[CH:6][CH:7]=[C:8]2[C:12]=1[NH:11][CH:10]=[CH:9]2)[CH3:2].I[CH:14](C)C, predict the reaction product. The product is: [CH:1]([O:3][C:4]1[CH:5]=[CH:6][CH:7]=[C:8]2[C:12]=1[NH:11][CH:10]=[CH:9]2)([CH3:14])[CH3:2]. (5) Given the reactants [F:1][C:2]([F:22])([F:21])[C:3]([NH:5][C:6]1[CH:11]=[CH:10][C:9]([NH:12][C:13](=[O:20])OCC(Cl)(Cl)Cl)=[CH:8][CH:7]=1)=[O:4].[C:23]1([C:29]2[N:33]=[C:32]([N:34]3[CH2:39][CH2:38][NH:37][CH2:36][CH2:35]3)[S:31][N:30]=2)[CH:28]=[CH:27][CH:26]=[CH:25][CH:24]=1.C(N(C(C)C)CC)(C)C.CS(C)=O, predict the reaction product. The product is: [C:23]1([C:29]2[N:33]=[C:32]([N:34]3[CH2:39][CH2:38][N:37]([C:13]([NH:12][C:9]4[CH:8]=[CH:7][C:6]([NH:5][C:3](=[O:4])[C:2]([F:1])([F:21])[F:22])=[CH:11][CH:10]=4)=[O:20])[CH2:36][CH2:35]3)[S:31][N:30]=2)[CH:24]=[CH:25][CH:26]=[CH:27][CH:28]=1. (6) Given the reactants [Cl:1][C:2]1[CH:23]=[C:22]([O:24][Si](C(C)C)(C(C)C)C(C)C)[CH:21]=[CH:20][C:3]=1[CH2:4][O:5][C:6]1[CH:19]=[CH:18][C:9]2[CH:10]([CH2:13][C:14]([O:16][CH3:17])=[O:15])[CH2:11][O:12][C:8]=2[CH:7]=1.C1COCC1.[F-].C([N+](CCCC)(CCCC)CCCC)CCC, predict the reaction product. The product is: [Cl:1][C:2]1[CH:23]=[C:22]([OH:24])[CH:21]=[CH:20][C:3]=1[CH2:4][O:5][C:6]1[CH:19]=[CH:18][C:9]2[CH:10]([CH2:13][C:14]([O:16][CH3:17])=[O:15])[CH2:11][O:12][C:8]=2[CH:7]=1. (7) Given the reactants [C:1](Cl)(=[O:5])[C:2](Cl)=O.CS(C)=O.[C:11]([N:28](C(O)C)[CH2:29][CH2:30][CH2:31][CH2:32][CH2:33][CH2:34][CH2:35][CH2:36][CH2:37][CH3:38])([O:13][CH2:14][CH:15]1[C:27]2[C:22](=[CH:23][CH:24]=[CH:25][CH:26]=2)[C:21]2[C:16]1=[CH:17][CH:18]=[CH:19][CH:20]=2)=[O:12].C(N(CC)CC)C, predict the reaction product. The product is: [C:11]([N:28]([CH2:2][CH:1]=[O:5])[CH2:29][CH2:30][CH2:31][CH2:32][CH2:33][CH2:34][CH2:35][CH2:36][CH2:37][CH3:38])([O:13][CH2:14][CH:15]1[C:27]2[C:22](=[CH:23][CH:24]=[CH:25][CH:26]=2)[C:21]2[C:16]1=[CH:17][CH:18]=[CH:19][CH:20]=2)=[O:12]. (8) Given the reactants [NH2:1][C:2]1[C:10]([F:11])=[CH:9][C:5]([C:6]([OH:8])=O)=[CH:4][C:3]=1[F:12].[F:13][C:14]([F:35])([F:34])[C:15]([C:21]1[CH:26]=[CH:25][C:24]([CH2:27][N:28]2[CH2:33][CH2:32][NH:31][CH2:30][CH2:29]2)=[CH:23][CH:22]=1)([OH:20])[C:16]([F:19])([F:18])[F:17].C(N(CC)CC)C.CCCP1(OP(CCC)(=O)OP(CCC)(=O)O1)=O.C(=O)([O-])O.[Na+], predict the reaction product. The product is: [NH2:1][C:2]1[C:3]([F:12])=[CH:4][C:5]([C:6]([N:31]2[CH2:32][CH2:33][N:28]([CH2:27][C:24]3[CH:25]=[CH:26][C:21]([C:15]([OH:20])([C:16]([F:17])([F:18])[F:19])[C:14]([F:35])([F:13])[F:34])=[CH:22][CH:23]=3)[CH2:29][CH2:30]2)=[O:8])=[CH:9][C:10]=1[F:11].